From a dataset of Reaction yield outcomes from USPTO patents with 853,638 reactions. Predict the reaction yield, written as a fraction of the theoretical maximum amount of product (1.0 means a 100% yield; for example, 0.34 means a 34% yield). (1) The reactants are [CH2:1]([C:3]([C:21]1[CH:26]=[CH:25][C:24]([O:27]S(C(F)(F)F)(=O)=O)=[C:23]([CH3:35])[CH:22]=1)([C:6]1[CH:11]=[CH:10][C:9](/[CH:12]=[CH:13]/[C:14]2([OH:19])[CH2:18][CH2:17][CH2:16][CH2:15]2)=[C:8]([CH3:20])[CH:7]=1)[CH2:4][CH3:5])[CH3:2].C([O-])(=O)C.[K+].B1(B2OC(C)(C)C(C)(C)O2)OC(C)(C)C(C)(C)O1.O. The catalyst is O1CCOCC1.C1(P([C-]2C=CC=C2)C2C=CC=CC=2)C=CC=CC=1.[CH-]1C=CC=C1.[Fe+2].C1C=CC(P(C2C=CC=CC=2)[C-]2C=CC=C2)=CC=1.C1C=CC(P(C2C=CC=CC=2)[C-]2C=CC=C2)=CC=1.Cl[Pd]Cl.[Fe+2]. The product is [CH2:1]([C:3]([C:21]1[CH:26]=[CH:25][C:24]([OH:27])=[C:23]([CH3:35])[CH:22]=1)([C:6]1[CH:11]=[CH:10][C:9](/[CH:12]=[CH:13]/[C:14]2([OH:19])[CH2:18][CH2:17][CH2:16][CH2:15]2)=[C:8]([CH3:20])[CH:7]=1)[CH2:4][CH3:5])[CH3:2]. The yield is 0.320. (2) The reactants are [H-].[Na+].[Cl:3][C:4]1[N:9]=[CH:8][C:7]([OH:10])=[CH:6][CH:5]=1.Br[CH2:12][O:13][CH3:14]. The catalyst is CN(C)C=O. The product is [Cl:3][C:4]1[CH:5]=[CH:6][C:7]([O:10][CH2:12][O:13][CH3:14])=[CH:8][N:9]=1. The yield is 0.870. (3) The reactants are C([S:8][C:9]1[CH:10]=[C:11]2[C:16](=[CH:17][CH:18]=1)[C:15]([Cl:19])=[N:14][C:13]([Cl:20])=[CH:12]2)C1C=CC=CC=1.ClN1C(C)(C)C(=[O:29])N(Cl)C1=O.[F:32][C:33]1[C:38]([F:39])=[C:37]([F:40])[C:36]([F:41])=[C:35]([F:42])[C:34]=1[OH:43].C(N(CC)CC)C.[OH2:51]. The catalyst is CCOC(C)=O.C(O)(=O)C.C(#N)C. The product is [Cl:19][C:15]1[C:16]2[C:11](=[CH:10][C:9]([S:8]([O:43][C:34]3[C:33]([F:32])=[C:38]([F:39])[C:37]([F:40])=[C:36]([F:41])[C:35]=3[F:42])(=[O:29])=[O:51])=[CH:18][CH:17]=2)[CH:12]=[C:13]([Cl:20])[N:14]=1. The yield is 0.790. (4) The reactants are [CH2:1]([N:5]=[C:6]=[O:7])[CH2:2][CH2:3][CH3:4].[CH2:8]([O:15][C:16]1[CH:21]=[C:20]([O:22][CH2:23][C:24]2[CH:29]=[CH:28][CH:27]=[CH:26][CH:25]=2)[CH:19]=[CH:18][C:17]=1[CH:30]1[CH2:35][CH2:34][NH:33][CH2:32][CH2:31]1)[C:9]1[CH:14]=[CH:13][CH:12]=[CH:11][CH:10]=1. The catalyst is O1CCCC1.C(N(CC)C(C)C)(C)C. The product is [CH2:1]([NH:5][C:6]([N:33]1[CH2:32][CH2:31][CH:30]([C:17]2[CH:18]=[CH:19][C:20]([O:22][CH2:23][C:24]3[CH:29]=[CH:28][CH:27]=[CH:26][CH:25]=3)=[CH:21][C:16]=2[O:15][CH2:8][C:9]2[CH:14]=[CH:13][CH:12]=[CH:11][CH:10]=2)[CH2:35][CH2:34]1)=[O:7])[CH2:2][CH2:3][CH3:4]. The yield is 0.780. (5) No catalyst specified. The reactants are [C:1]([O:5][C:6]([C:8]1[CH:13]=[CH:12][C:11]([O:14][C:15]2[CH:20]=[CH:19][C:18]([NH2:21])=[CH:17][CH:16]=2)=[CH:10][N:9]=1)=[O:7])([CH3:4])(C)C.[OH-].[Na+].[CH3:24][C:25]([O:28][C:29](O[C:29]([O:28][C:25]([CH3:27])([CH3:26])[CH3:24])=[O:30])=[O:30])([CH3:27])[CH3:26].[CH2:39]1COC[CH2:40]1. The yield is 0.890. The product is [CH2:1]([O:5][C:6]([C:8]1[CH:13]=[CH:12][C:11]([O:14][C:15]2[CH:16]=[CH:17][C:18]([NH:21][C:29]([O:28][C:25]([CH3:27])([CH3:26])[CH3:24])=[O:30])=[CH:19][CH:20]=2)=[CH:10][N:9]=1)=[O:7])[CH2:4][CH2:39][CH3:40].